This data is from Forward reaction prediction with 1.9M reactions from USPTO patents (1976-2016). The task is: Predict the product of the given reaction. (1) The product is: [NH2:32][CH2:31][C:29]1([CH2:33][NH:34][C:2]2[C:11]3[C:6](=[CH:7][CH:8]=[C:9]([CH3:12])[CH:10]=3)[N:5]=[C:4]([N:13]3[CH2:19][C:18]4[CH:20]=[CH:21][CH:22]=[CH:23][C:17]=4[S:16](=[O:25])(=[O:24])[CH2:15][CH2:14]3)[CH:3]=2)[CH2:30][C:27]([F:35])([F:26])[CH2:28]1. Given the reactants Cl[C:2]1[C:11]2[C:6](=[CH:7][CH:8]=[C:9]([CH3:12])[CH:10]=2)[N:5]=[C:4]([N:13]2[CH2:19][C:18]3[CH:20]=[CH:21][CH:22]=[CH:23][C:17]=3[S:16](=[O:25])(=[O:24])[CH2:15][CH2:14]2)[CH:3]=1.[F:26][C:27]1([F:35])[CH2:30][C:29]([CH2:33][NH2:34])([CH2:31][NH2:32])[CH2:28]1, predict the reaction product. (2) Given the reactants Cl[CH2:2][CH2:3][N:4]([CH2:12][CH2:13]Cl)[C:5]([O:7][C:8]([CH3:11])([CH3:10])[CH3:9])=[O:6].[Cl:15][C:16]1[CH:17]=[C:18]([CH2:23][C:24]#[N:25])[CH:19]=[CH:20][C:21]=1[Cl:22].C(=O)([O-])[O-].[Cs+].[Cs+], predict the reaction product. The product is: [C:5]([N:4]1[CH2:3][CH2:2][C:23]([C:18]2[CH:19]=[CH:20][C:21]([Cl:22])=[C:16]([Cl:15])[CH:17]=2)([C:24]#[N:25])[CH2:13][CH2:12]1)([O:7][C:8]([CH3:9])([CH3:10])[CH3:11])=[O:6]. (3) Given the reactants [C:1]([C@H:5]1[CH2:10][CH2:9][C@H:8]([O:11][C:12]2[CH:21]=[C:20]([CH3:22])[C:19]3[C:14](=[CH:15][CH:16]=[CH:17][CH:18]=3)[C:13]=2[CH:23]=O)[CH2:7][CH2:6]1)([CH3:4])([CH3:3])[CH3:2].[CH2:25]([O:27][C:28]([CH:30]1[CH2:35][CH2:34][NH:33][CH2:32][CH2:31]1)=[O:29])[CH3:26].C(O)C.C([BH3-])#N.[Na+], predict the reaction product. The product is: [C:1]([C@H:5]1[CH2:10][CH2:9][C@H:8]([O:11][C:12]2[CH:21]=[C:20]([CH3:22])[C:19]3[C:14](=[CH:15][CH:16]=[CH:17][CH:18]=3)[C:13]=2[CH2:23][N:33]2[CH2:34][CH2:35][CH:30]([C:28]([O:27][CH2:25][CH3:26])=[O:29])[CH2:31][CH2:32]2)[CH2:7][CH2:6]1)([CH3:4])([CH3:3])[CH3:2]. (4) Given the reactants O[C@@H:2]1[CH2:7][CH2:6][C@H:5]([N:8]2[CH2:12][CH2:11][CH2:10][C:9]2=[O:13])[CH2:4][CH2:3]1.CCN(S(F)(F)[F:20])CC.C([O-])(O)=O.[Na+], predict the reaction product. The product is: [F:20][C@H:2]1[CH2:7][CH2:6][C@H:5]([N:8]2[CH2:12][CH2:11][CH2:10][C:9]2=[O:13])[CH2:4][CH2:3]1. (5) Given the reactants Br[CH2:2][C:3]1[CH:4]=[C:5]([CH:8]=[CH:9][CH:10]=1)[C:6]#[N:7].BrCC1CCCCO1.[NH:19]1[C:27]2[C:22](=[CH:23][CH:24]=[CH:25][CH:26]=2)[C@@:21]2([C:39]3[C:30](=[CH:31][C:32]4[O:37][CH2:36][CH2:35][O:34][C:33]=4[CH:38]=3)[O:29][CH2:28]2)[C:20]1=[O:40].N1C2C(=CC=CC=2)C2(COC3C=C4C(=CC2=3)CCO4)C1=O, predict the reaction product. The product is: [O:40]=[C:20]1[C@:21]2([C:39]3[C:30](=[CH:31][C:32]4[O:37][CH2:36][CH2:35][O:34][C:33]=4[CH:38]=3)[O:29][CH2:28]2)[C:22]2[C:27](=[CH:26][CH:25]=[CH:24][CH:23]=2)[N:19]1[CH2:2][C:3]1[CH:4]=[C:5]([CH:8]=[CH:9][CH:10]=1)[C:6]#[N:7]. (6) Given the reactants Cl[C:2]1[C:11]2[C:6](=[CH:7][C:8]([C:12]([F:15])([F:14])[F:13])=[CH:9][CH:10]=2)[N:5]=[CH:4][CH:3]=1.[NH:16]1[CH2:21][CH2:20][NH:19][CH2:18][CH2:17]1.C(O)(=O)C, predict the reaction product. The product is: [N:16]1([C:2]2[C:11]3[C:6](=[CH:7][C:8]([C:12]([F:15])([F:14])[F:13])=[CH:9][CH:10]=3)[N:5]=[CH:4][CH:3]=2)[CH2:21][CH2:20][NH:19][CH2:18][CH2:17]1. (7) The product is: [NH:8]=[C:9]1[N:13]([CH:14]([CH3:20])[C:15]([O:17][CH2:18][CH3:19])=[O:16])[C:12]2[CH:21]=[CH:22][CH:23]=[CH:24][C:11]=2[S:10]1. Given the reactants C(OC([N:8]=[C:9]1[N:13]([CH:14]([CH3:20])[C:15]([O:17][CH2:18][CH3:19])=[O:16])[C:12]2[CH:21]=[CH:22][CH:23]=[CH:24][C:11]=2[S:10]1)=O)(C)(C)C.Cl, predict the reaction product. (8) Given the reactants [Cl:1][C:2]1[CH:10]=[C:9]2[C:5]([C:6]([C:15]([N:17]3[CH2:22][CH2:21][CH:20]([C:23]4[C:28]([O:29][CH3:30])=[CH:27][CH:26]=[CH:25][C:24]=4[O:31][CH3:32])[CH2:19][CH2:18]3)=[O:16])=[CH:7][N:8]2[CH2:11][C:12](O)=[O:13])=[CH:4][CH:3]=1.C(OC(=O)[NH:39][CH2:40][CH2:41][NH2:42])(C)(C)C.Cl, predict the reaction product. The product is: [NH2:39][CH2:40][CH2:41][NH:42][C:12](=[O:13])[CH2:11][N:8]1[C:9]2[C:5](=[CH:4][CH:3]=[C:2]([Cl:1])[CH:10]=2)[C:6]([C:15]([N:17]2[CH2:18][CH2:19][CH:20]([C:23]3[C:28]([O:29][CH3:30])=[CH:27][CH:26]=[CH:25][C:24]=3[O:31][CH3:32])[CH2:21][CH2:22]2)=[O:16])=[CH:7]1.